Dataset: Catalyst prediction with 721,799 reactions and 888 catalyst types from USPTO. Task: Predict which catalyst facilitates the given reaction. (1) Reactant: Br[C:2]1[CH:10]=[CH:9][C:5]([C:6]([OH:8])=[O:7])=[CH:4][C:3]=1[O:11][CH3:12].[C:13]([O-:16])(O)=O.[Na+].[CH3:18]S(C)=O. Product: [CH3:18][O:8][C:6](=[O:7])[C:5]1[CH:9]=[CH:10][C:2]([CH:13]=[O:16])=[C:3]([O:11][CH3:12])[CH:4]=1. The catalyst class is: 2. (2) Reactant: [Cl:1][C:2]1[CH:7]=[CH:6][C:5]([N+:8]([O-:10])=[O:9])=[CH:4][C:3]=1[OH:11].C([O-])([O-])=O.[K+].[K+].[C:18]([O:22][C:23]([N:25]1[CH2:28][CH:27]([CH2:29]OS(C)(=O)=O)[CH2:26]1)=[O:24])([CH3:21])([CH3:20])[CH3:19]. Product: [C:18]([O:22][C:23]([N:25]1[CH2:28][CH:27]([CH2:29][O:11][C:3]2[CH:4]=[C:5]([N+:8]([O-:10])=[O:9])[CH:6]=[CH:7][C:2]=2[Cl:1])[CH2:26]1)=[O:24])([CH3:21])([CH3:19])[CH3:20]. The catalyst class is: 31. (3) Reactant: [NH2:1][CH2:2][CH2:3][CH2:4][NH:5][C:6](=[O:12])[O:7][C:8]([CH3:11])([CH3:10])[CH3:9].[CH2:13]([N:20]1[C:29](=[O:30])[C:28]2[C:23](=[CH:24][C:25]3[CH:34]=[CH:33][CH:32]=[CH:31][C:26]=3[CH:27]=2)[N:22]=[C:21]1[CH:35](Br)[CH:36]([CH3:38])[CH3:37])[C:14]1[CH:19]=[CH:18][CH:17]=[CH:16][CH:15]=1. Product: [C:8]([O:7][C:6](=[O:12])[NH:5][CH2:4][CH2:3][CH2:2][NH:1][CH:35]([C:21]1[N:20]([CH2:13][C:14]2[CH:19]=[CH:18][CH:17]=[CH:16][CH:15]=2)[C:29](=[O:30])[C:28]2[C:23](=[CH:24][C:25]3[CH:34]=[CH:33][CH:32]=[CH:31][C:26]=3[CH:27]=2)[N:22]=1)[CH:36]([CH3:38])[CH3:37])([CH3:9])([CH3:11])[CH3:10]. The catalyst class is: 10. (4) The catalyst class is: 80. Reactant: [Br:1][C:2]1[CH:3]=[C:4]2[C:9](=[CH:10][CH:11]=1)[NH:8][C:7](=[O:12])[CH:6]=[N:5]2.C(=O)([O-])[O-].[K+].[K+].O.C(OCC)(=O)C.[CH2:26](Br)[C:27]1[CH:32]=[CH:31][CH:30]=[CH:29][CH:28]=1. Product: [CH2:26]([N:8]1[C:9]2[C:4](=[CH:3][C:2]([Br:1])=[CH:11][CH:10]=2)[N:5]=[CH:6][C:7]1=[O:12])[C:27]1[CH:32]=[CH:31][CH:30]=[CH:29][CH:28]=1. (5) Reactant: C[O:2][C:3]1[CH:4]=[CH:5][C:6]2[C:7]3[C:12]([C:13]4[CH:14]=[CH:15][CH:16]=[CH:17][C:18]=4[C:19]=2[CH:20]=1)=[CH:11][C:10]1=[CH:21][C:22]2[C:27]([C:26]([CH3:29])([CH3:28])[CH:25]=[CH:24][CH:23]=2)=[C:9]1[CH:8]=3.B(Br)(Br)Br.CO. Product: [CH3:28][C:26]1([CH3:29])[C:27]2[C:22]([CH:21]=[C:10]3[C:9]=2[CH:8]=[C:7]2[C:12]([C:13]4[CH:14]=[CH:15][CH:16]=[CH:17][C:18]=4[C:19]4[CH:20]=[C:3]([OH:2])[CH:4]=[CH:5][C:6]=42)=[CH:11]3)=[CH:23][CH:24]=[CH:25]1. The catalyst class is: 4.